This data is from NCI-60 drug combinations with 297,098 pairs across 59 cell lines. The task is: Regression. Given two drug SMILES strings and cell line genomic features, predict the synergy score measuring deviation from expected non-interaction effect. (1) Drug 1: CCC1(CC2CC(C3=C(CCN(C2)C1)C4=CC=CC=C4N3)(C5=C(C=C6C(=C5)C78CCN9C7C(C=CC9)(C(C(C8N6C=O)(C(=O)OC)O)OC(=O)C)CC)OC)C(=O)OC)O.OS(=O)(=O)O. Drug 2: C1C(C(OC1N2C=NC(=NC2=O)N)CO)O. Cell line: PC-3. Synergy scores: CSS=5.69, Synergy_ZIP=-1.67, Synergy_Bliss=2.40, Synergy_Loewe=2.34, Synergy_HSA=2.47. (2) Drug 1: C1CCN(CC1)CCOC2=CC=C(C=C2)C(=O)C3=C(SC4=C3C=CC(=C4)O)C5=CC=C(C=C5)O. Cell line: A549. Synergy scores: CSS=49.2, Synergy_ZIP=1.78, Synergy_Bliss=1.23, Synergy_Loewe=-43.1, Synergy_HSA=-1.68. Drug 2: CC=C1C(=O)NC(C(=O)OC2CC(=O)NC(C(=O)NC(CSSCCC=C2)C(=O)N1)C(C)C)C(C)C. (3) Drug 1: C1=C(C(=O)NC(=O)N1)F. Drug 2: CN(CCCl)CCCl.Cl. Cell line: CAKI-1. Synergy scores: CSS=31.8, Synergy_ZIP=1.57, Synergy_Bliss=0.360, Synergy_Loewe=0.875, Synergy_HSA=7.68. (4) Synergy scores: CSS=19.9, Synergy_ZIP=-3.21, Synergy_Bliss=5.75, Synergy_Loewe=3.44, Synergy_HSA=3.84. Cell line: MCF7. Drug 1: C1=CC(=CC=C1CCCC(=O)O)N(CCCl)CCCl. Drug 2: CC1=C(N=C(N=C1N)C(CC(=O)N)NCC(C(=O)N)N)C(=O)NC(C(C2=CN=CN2)OC3C(C(C(C(O3)CO)O)O)OC4C(C(C(C(O4)CO)O)OC(=O)N)O)C(=O)NC(C)C(C(C)C(=O)NC(C(C)O)C(=O)NCCC5=NC(=CS5)C6=NC(=CS6)C(=O)NCCC[S+](C)C)O. (5) Synergy scores: CSS=-1.46, Synergy_ZIP=0.323, Synergy_Bliss=0.380, Synergy_Loewe=-2.86, Synergy_HSA=-2.16. Drug 2: C1=NC2=C(N=C(N=C2N1C3C(C(C(O3)CO)O)F)Cl)N. Cell line: SNB-75. Drug 1: C1=NC2=C(N=C(N=C2N1C3C(C(C(O3)CO)O)O)F)N. (6) Drug 1: COC1=NC(=NC2=C1N=CN2C3C(C(C(O3)CO)O)O)N. Drug 2: N.N.Cl[Pt+2]Cl. Cell line: SK-MEL-28. Synergy scores: CSS=21.0, Synergy_ZIP=-10.8, Synergy_Bliss=-4.82, Synergy_Loewe=-10.3, Synergy_HSA=-1.77. (7) Drug 1: CCC1=CC2CC(C3=C(CN(C2)C1)C4=CC=CC=C4N3)(C5=C(C=C6C(=C5)C78CCN9C7C(C=CC9)(C(C(C8N6C)(C(=O)OC)O)OC(=O)C)CC)OC)C(=O)OC.C(C(C(=O)O)O)(C(=O)O)O. Drug 2: C1CCC(C(C1)N)N.C(=O)(C(=O)[O-])[O-].[Pt+4]. Cell line: MCF7. Synergy scores: CSS=52.6, Synergy_ZIP=-7.57, Synergy_Bliss=-2.54, Synergy_Loewe=-3.30, Synergy_HSA=1.74.